The task is: Predict the product of the given reaction.. This data is from Forward reaction prediction with 1.9M reactions from USPTO patents (1976-2016). (1) Given the reactants NN.[Cl:3][C:4]1[S:8][C:7]([C:9]([NH:11][C@@H:12]([CH2:25][C:26]2[CH:31]=[CH:30][CH:29]=[C:28]([F:32])[CH:27]=2)[CH2:13][N:14]2C(=O)C3C(=CC=CC=3)C2=O)=[O:10])=[CH:6][C:5]=1[C:33]1[N:37]([CH2:38][CH3:39])[N:36]=[CH:35][C:34]=1[CH3:40], predict the reaction product. The product is: [NH2:14][CH2:13][C@@H:12]([NH:11][C:9]([C:7]1[S:8][C:4]([Cl:3])=[C:5]([C:33]2[N:37]([CH2:38][CH3:39])[N:36]=[CH:35][C:34]=2[CH3:40])[CH:6]=1)=[O:10])[CH2:25][C:26]1[CH:31]=[CH:30][CH:29]=[C:28]([F:32])[CH:27]=1. (2) The product is: [ClH:15].[CH3:1][C:2]1([CH3:12])[CH2:7][NH:6][C@H:5]([C:8]([OH:10])=[O:9])[CH2:4][O:3]1. Given the reactants [CH3:1][C:2]1([CH3:12])[CH2:7][NH:6][C@H:5]([C:8]([O:10]C)=[O:9])[CH2:4][O:3]1.[OH-].[Na+].[ClH:15], predict the reaction product.